From a dataset of Peptide-MHC class I binding affinity with 185,985 pairs from IEDB/IMGT. Regression. Given a peptide amino acid sequence and an MHC pseudo amino acid sequence, predict their binding affinity value. This is MHC class I binding data. (1) The peptide sequence is KLYLVDYGL. The MHC is HLA-A03:01 with pseudo-sequence HLA-A03:01. The binding affinity (normalized) is 0. (2) The MHC is HLA-E01:01 with pseudo-sequence HLA-E01:03. The binding affinity (normalized) is 0.0847. The peptide sequence is WMCDRAVDL. (3) The peptide sequence is ESSVKEKDM. The MHC is HLA-A02:01 with pseudo-sequence HLA-A02:01. The binding affinity (normalized) is 0.0847. (4) The peptide sequence is LQSLENVAY. The MHC is HLA-B27:05 with pseudo-sequence HLA-B27:05. The binding affinity (normalized) is 0.0847. (5) The peptide sequence is EFTSFFYRY. The MHC is HLA-A31:01 with pseudo-sequence HLA-A31:01. The binding affinity (normalized) is 0.0847.